Dataset: Full USPTO retrosynthesis dataset with 1.9M reactions from patents (1976-2016). Task: Predict the reactants needed to synthesize the given product. Given the product [CH2:1]([NH:8][C:9]([C:11]1[S:15][C:14]([N:16]2[CH:20]=[C:19]([C:21](=[O:23])[NH:62][CH2:55][C:56]3[CH:61]=[CH:60][CH:59]=[CH:58][CH:57]=3)[N:18]=[N:17]2)=[N:13][C:12]=1[CH3:24])=[O:10])[C:2]1[CH:3]=[CH:4][CH:5]=[CH:6][CH:7]=1, predict the reactants needed to synthesize it. The reactants are: [CH2:1]([NH:8][C:9]([C:11]1[S:15][C:14]([N:16]2[CH:20]=[C:19]([C:21]([OH:23])=O)[N:18]=[N:17]2)=[N:13][C:12]=1[CH3:24])=[O:10])[C:2]1[CH:7]=[CH:6][CH:5]=[CH:4][CH:3]=1.ON1C2C=CC=CC=2N=N1.CN(C)CCCN=C=NCC.C(N(CC)C(C)C)(C)C.[CH2:55]([NH2:62])[C:56]1[CH:61]=[CH:60][CH:59]=[CH:58][CH:57]=1.